This data is from NCI-60 drug combinations with 297,098 pairs across 59 cell lines. The task is: Regression. Given two drug SMILES strings and cell line genomic features, predict the synergy score measuring deviation from expected non-interaction effect. (1) Drug 1: CC1C(C(CC(O1)OC2CC(CC3=C2C(=C4C(=C3O)C(=O)C5=C(C4=O)C(=CC=C5)OC)O)(C(=O)CO)O)N)O.Cl. Drug 2: C1CCC(CC1)NC(=O)N(CCCl)N=O. Cell line: SF-539. Synergy scores: CSS=33.0, Synergy_ZIP=3.37, Synergy_Bliss=5.22, Synergy_Loewe=2.69, Synergy_HSA=4.88. (2) Drug 1: CC1=C2C(C(=O)C3(C(CC4C(C3C(C(C2(C)C)(CC1OC(=O)C(C(C5=CC=CC=C5)NC(=O)OC(C)(C)C)O)O)OC(=O)C6=CC=CC=C6)(CO4)OC(=O)C)O)C)O. Drug 2: COCCOC1=C(C=C2C(=C1)C(=NC=N2)NC3=CC=CC(=C3)C#C)OCCOC.Cl. Cell line: KM12. Synergy scores: CSS=33.8, Synergy_ZIP=10.8, Synergy_Bliss=8.13, Synergy_Loewe=21.5, Synergy_HSA=9.46. (3) Drug 1: COC1=CC(=CC(=C1O)OC)C2C3C(COC3=O)C(C4=CC5=C(C=C24)OCO5)OC6C(C(C7C(O6)COC(O7)C8=CC=CS8)O)O. Drug 2: CN(C)N=NC1=C(NC=N1)C(=O)N. Cell line: SK-OV-3. Synergy scores: CSS=25.7, Synergy_ZIP=-6.31, Synergy_Bliss=-1.42, Synergy_Loewe=-25.4, Synergy_HSA=-0.104.